Dataset: Catalyst prediction with 721,799 reactions and 888 catalyst types from USPTO. Task: Predict which catalyst facilitates the given reaction. Reactant: [Cl:1][C:2]1[CH:3]=[C:4]([CH2:19][C:20]([NH:22][CH2:23][CH2:24][NH:25]C(=O)OC(C)(C)C)=[O:21])[CH:5]=[CH:6][C:7]=1[O:8][CH2:9][C:10]1[CH:15]=[CH:14][C:13]([CH:16]([CH3:18])[CH3:17])=[CH:12][CH:11]=1.Cl. Product: [NH2:25][CH2:24][CH2:23][NH:22][C:20](=[O:21])[CH2:19][C:4]1[CH:5]=[CH:6][C:7]([O:8][CH2:9][C:10]2[CH:11]=[CH:12][C:13]([CH:16]([CH3:17])[CH3:18])=[CH:14][CH:15]=2)=[C:2]([Cl:1])[CH:3]=1. The catalyst class is: 4.